This data is from Forward reaction prediction with 1.9M reactions from USPTO patents (1976-2016). The task is: Predict the product of the given reaction. (1) Given the reactants [OH:1][N:2]=[C:3]([C:5]1[CH:33]=[CH:32][C:8]([C:9]([NH:11][CH2:12][CH2:13][NH:14][C:15]([C:17]2[C:18]([C:28]([F:31])([F:30])[F:29])=[N:19][N:20]([C:22]3[CH:27]=[CH:26][CH:25]=[CH:24][CH:23]=3)[CH:21]=2)=[O:16])=[O:10])=[CH:7][N:6]=1)[NH2:4].[C:34](Cl)(=O)[CH:35]([CH3:37])[CH3:36], predict the reaction product. The product is: [CH:35]([C:37]1[O:1][N:2]=[C:3]([C:5]2[CH:33]=[CH:32][C:8]([C:9]([NH:11][CH2:12][CH2:13][NH:14][C:15]([C:17]3[C:18]([C:28]([F:31])([F:30])[F:29])=[N:19][N:20]([C:22]4[CH:27]=[CH:26][CH:25]=[CH:24][CH:23]=4)[CH:21]=3)=[O:16])=[O:10])=[CH:7][N:6]=2)[N:4]=1)([CH3:36])[CH3:34]. (2) Given the reactants C(=O)([O-])[O-].[K+].[K+].Cl.[NH2:8][OH:9].[CH3:10][O:11][C:12](=[O:23])[C:13]1[CH:18]=[CH:17][CH:16]=[CH:15][C:14]=1[S:19](Cl)(=[O:21])=[O:20].S(Cl)(Cl)(=O)=O, predict the reaction product. The product is: [CH3:10][O:11][C:12](=[O:23])[C:13]1[CH:18]=[CH:17][CH:16]=[CH:15][C:14]=1[S:19](=[O:21])(=[O:20])[NH:8][OH:9]. (3) Given the reactants [NH2:1][C:2]1[C:7]([OH:8])=[CH:6][CH:5]=[CH:4][N:3]=1.[C:9]([O:13][C:14]([N:16]1[CH2:21][CH2:20][C:19](=O)[CH2:18][CH2:17]1)=[O:15])([CH3:12])([CH3:11])[CH3:10].[O-]S([O-])(=O)=O.[Na+].[Na+].C(O[BH-](OC(=O)C)OC(=O)C)(=O)C.[Na+], predict the reaction product. The product is: [C:9]([O:13][C:14]([N:16]1[CH2:21][CH2:20][CH:19]([NH:1][C:2]2[C:7]([OH:8])=[CH:6][CH:5]=[CH:4][N:3]=2)[CH2:18][CH2:17]1)=[O:15])([CH3:12])([CH3:10])[CH3:11].